Dataset: Retrosynthesis with 50K atom-mapped reactions and 10 reaction types from USPTO. Task: Predict the reactants needed to synthesize the given product. (1) Given the product C[S@@](=O)(=NC(=O)c1cncc(C#Cc2ccc(Cl)cc2)c1)c1ccccc1, predict the reactants needed to synthesize it. The reactants are: C#Cc1ccc(Cl)cc1.C[S@@](=O)(=NC(=O)c1cncc(Br)c1)c1ccccc1. (2) Given the product N[C@H](C(=O)Nc1cc2[nH]c(-c3ccccc3)c3cn[nH]c(=O)c(c1)c23)C1CCCCC1, predict the reactants needed to synthesize it. The reactants are: CC(C)(C)OC(=O)N[C@H](C(=O)Nc1cc2[nH]c(-c3ccccc3)c3cn[nH]c(=O)c(c1)c23)C1CCCCC1. (3) Given the product O=C(O)c1cc(C(F)(F)F)cc(S(=O)(=O)N2CCOCC2)c1, predict the reactants needed to synthesize it. The reactants are: COC(=O)c1cc(C(F)(F)F)cc(S(=O)(=O)N2CCOCC2)c1. (4) Given the product COC(=O)CNC(=O)c1ccc2ccccc2c1, predict the reactants needed to synthesize it. The reactants are: COC(=O)CN.O=C(Cl)c1ccc2ccccc2c1. (5) The reactants are: Cc1c(CCCO)nc2ccc(NC(=O)c3ccc(OCc4ccccn4)cc3)cn12.FC1(F)CCNC1. Given the product Cc1c(CCCN2CCC(F)(F)C2)nc2ccc(NC(=O)c3ccc(OCc4ccccn4)cc3)cn12, predict the reactants needed to synthesize it.